The task is: Predict which catalyst facilitates the given reaction.. This data is from Catalyst prediction with 721,799 reactions and 888 catalyst types from USPTO. (1) Reactant: [Cl:1][C:2]1[CH:7]=[C:6]([F:8])[CH:5]=[CH:4][C:3]=1[N:9]1[CH:13]=[N:12][N:11]=[C:10]1[C:14]1[S:23][C:22]2[C:21]3[CH:24]=[C:25]([C:28]#[N:29])[CH:26]=[CH:27][C:20]=3[O:19][CH2:18][CH2:17][C:16]=2[CH:15]=1.C([O-])([O-])=[O:31].[K+].[K+].OO. The catalyst class is: 376. Product: [Cl:1][C:2]1[CH:7]=[C:6]([F:8])[CH:5]=[CH:4][C:3]=1[N:9]1[CH:13]=[N:12][N:11]=[C:10]1[C:14]1[S:23][C:22]2[C:21]3[CH:24]=[C:25]([C:28]([NH2:29])=[O:31])[CH:26]=[CH:27][C:20]=3[O:19][CH2:18][CH2:17][C:16]=2[CH:15]=1. (2) Reactant: [O:1]=[C:2]1[C:10]2[C:5](=[CH:6]C(C#N)=[CH:8][CH:9]=2)[CH2:4][NH:3]1.OS(O)(=O)=O.[CH3:18][C:19]([OH:21])=[O:20].CCOC(C)=O. Product: [O:1]=[C:2]1[C:10]2[C:5](=[CH:6][C:18]([C:19]([OH:21])=[O:20])=[CH:8][CH:9]=2)[CH2:4][NH:3]1. The catalyst class is: 6. (3) Reactant: [CH3:1][C@@:2]1([C:8]([O:10][CH2:11][CH3:12])=[O:9])[CH2:7][CH2:6][CH2:5][NH:4][CH2:3]1.C(N(CC)CC)C.Cl[C:21]([O:23][CH2:24][C:25]1[CH:30]=[CH:29][CH:28]=[CH:27][CH:26]=1)=[O:22].CCOC(C)=O. Product: [CH3:1][C@@:2]1([C:8]([O:10][CH2:11][CH3:12])=[O:9])[CH2:7][CH2:6][CH2:5][N:4]([C:21]([O:23][CH2:24][C:25]2[CH:30]=[CH:29][CH:28]=[CH:27][CH:26]=2)=[O:22])[CH2:3]1. The catalyst class is: 2. (4) Reactant: [Br:1][C:2]1[CH:3]=[C:4]([S:9]([CH2:12][C:13]2[CH:18]=[CH:17][C:16]([C:19]([OH:28])([C:24]([F:27])([F:26])[F:25])[C:20]([F:23])([F:22])[F:21])=[CH:15][CH:14]=2)(=[O:11])=[O:10])[CH:5]=[CH:6][C:7]=1[F:8].Br[CH2:30][C:31]1[C:36]([F:37])=[CH:35][CH:34]=[CH:33][C:32]=1[F:38].C(=O)([O-])[O-].[K+].[K+].O. The catalyst class is: 42. Product: [Br:1][C:2]1[CH:3]=[C:4]([S:9]([CH2:12][C:13]2[CH:18]=[CH:17][C:16]([C:19]([O:28][CH2:30][C:31]3[C:36]([F:37])=[CH:35][CH:34]=[CH:33][C:32]=3[F:38])([C:20]([F:21])([F:23])[F:22])[C:24]([F:27])([F:25])[F:26])=[CH:15][CH:14]=2)(=[O:11])=[O:10])[CH:5]=[CH:6][C:7]=1[F:8].